Dataset: Reaction yield outcomes from USPTO patents with 853,638 reactions. Task: Predict the reaction yield, written as a fraction of the theoretical maximum amount of product (1.0 means a 100% yield; for example, 0.34 means a 34% yield). (1) The reactants are [CH3:1][O:2][C:3]1[CH:21]=[CH:20][CH:19]=[CH:18][C:4]=1[O:5][C:6]1[CH:14]=[CH:13][CH:12]=[C:8]([C:9]([OH:11])=O)[C:7]=1[C:15]([OH:17])=O.Cl.[NH2:23][CH:24]1[CH2:30][CH2:29][C:28](=[O:31])[NH:27][C:25]1=[O:26]. The catalyst is N1C=CC=CC=1. The product is [O:26]=[C:25]1[CH:24]([N:23]2[C:15](=[O:17])[C:7]3[C:8](=[CH:12][CH:13]=[CH:14][C:6]=3[O:5][C:4]3[CH:18]=[CH:19][CH:20]=[CH:21][C:3]=3[O:2][CH3:1])[C:9]2=[O:11])[CH2:30][CH2:29][C:28](=[O:31])[NH:27]1. The yield is 0.880. (2) The reactants are [CH2:1]([O:3][C:4]1[CH:5]=[C:6]([CH:10]=[CH:11][C:12]=1[O:13][CH2:14][CH3:15])[C:7]([OH:9])=O)[CH3:2].CC[N:18]=[C:19]=[N:20]CCCN(C)C.[CH:27]1[CH:28]=[CH:29][C:30]2N(O)N=[N:33][C:31]=2[CH:32]=1.[O:37]1CCO[CH2:39][CH2:38]1. No catalyst specified. The product is [CH2:1]([O:3][C:4]1[CH:5]=[C:6]([C:7]2[O:9][N:18]=[C:19]([C:27]3[CH:32]=[C:31]4[C:30]([CH2:39][C:38](=[O:37])[NH:33]4)=[CH:29][CH:28]=3)[N:20]=2)[CH:10]=[CH:11][C:12]=1[O:13][CH2:14][CH3:15])[CH3:2]. The yield is 0.500. (3) The reactants are [O:1]=[C:2]1[O:8][C@H:7]([C@H:9]([CH2:11][OH:12])[OH:10])[C:5]([OH:6])=[C:3]1[OH:4].[H][H]. The catalyst is O.[Pd]. The product is [C:2]1(=[O:1])[O:8][C@H:7]([C@H:9]([CH2:11][OH:12])[OH:10])[C@H:5]([OH:6])[C@@H:3]1[OH:4]. The yield is 0.990. (4) The reactants are C(NC(C)C)(C)C.C([Li])CCC.[Cl:13][C:14]1[N:22]=[C:21]([Cl:23])[C:20]([F:24])=[CH:19][C:15]=1[C:16]([OH:18])=[O:17].CN([CH:28]=[O:29])C.Cl. The catalyst is C1COCC1. The product is [Cl:13][C:14]1[C:15]2[C:16](=[O:18])[O:17][CH:28]([OH:29])[C:19]=2[C:20]([F:24])=[C:21]([Cl:23])[N:22]=1. The yield is 0.800. (5) The reactants are [C:1]1([CH3:15])[CH:6]=[CH:5][C:4]([O:7][C:8]2[S:12][C:11]([C:13]#N)=[CH:10][CH:9]=2)=[CH:3][CH:2]=1.[H-].C([Al+]CC(C)C)C(C)C.[O:26]1CCCC1. No catalyst specified. The product is [C:1]1([CH3:15])[CH:6]=[CH:5][C:4]([O:7][C:8]2[S:12][C:11]([CH:13]=[O:26])=[CH:10][CH:9]=2)=[CH:3][CH:2]=1. The yield is 0.472.